From a dataset of TCR-epitope binding with 47,182 pairs between 192 epitopes and 23,139 TCRs. Binary Classification. Given a T-cell receptor sequence (or CDR3 region) and an epitope sequence, predict whether binding occurs between them. (1) The epitope is KLPDDFTGCV. The TCR CDR3 sequence is CASSQEQGAKNIQYF. Result: 0 (the TCR does not bind to the epitope). (2) The epitope is NYSGVVTTVMF. The TCR CDR3 sequence is CSAGESTPEAFF. Result: 0 (the TCR does not bind to the epitope). (3) The epitope is TLIGDCATV. The TCR CDR3 sequence is CASSLNFKPQGAGELFF. Result: 1 (the TCR binds to the epitope). (4) The epitope is KMKDLSPRW. The TCR CDR3 sequence is CATSSGDLSSGANVLTF. Result: 0 (the TCR does not bind to the epitope). (5) The epitope is RLRAEAQVK. The TCR CDR3 sequence is CASSFGVGTESYEQYF. Result: 1 (the TCR binds to the epitope). (6) The epitope is YVLDHLIVV. The TCR CDR3 sequence is CASSRGQGAYEQFF. Result: 0 (the TCR does not bind to the epitope). (7) The epitope is IVDTVSALV. The TCR CDR3 sequence is CASSYLQGGYEQYF. Result: 1 (the TCR binds to the epitope).